This data is from Forward reaction prediction with 1.9M reactions from USPTO patents (1976-2016). The task is: Predict the product of the given reaction. (1) Given the reactants [F:1][C:2]([F:17])([S:13][CH2:14][CH2:15][OH:16])[C:3]([F:12])([F:11])[C:4]([F:10])([F:9])[C:5]([F:8])([F:7])[F:6].[Cl:18][CH:19]([CH2:23][Cl:24])[C:20](O)=[O:21], predict the reaction product. The product is: [Cl:18][CH:19]([CH2:23][Cl:24])[C:20]([O:16][CH2:15][CH2:14][S:13][C:2]([F:1])([F:17])[C:3]([F:12])([F:11])[C:4]([F:10])([F:9])[C:5]([F:8])([F:7])[F:6])=[O:21]. (2) Given the reactants [Cl:1][C:2]1[C:7]([C:8]([OH:10])=[O:9])=[CH:6][CH:5]=[CH:4][N:3]=1.S(Cl)(Cl)=O.[CH:15]1C=CC=C[CH:16]=1, predict the reaction product. The product is: [CH2:15]([O:9][C:8](=[O:10])[C:7]1[CH:6]=[CH:5][CH:4]=[N:3][C:2]=1[Cl:1])[CH3:16]. (3) Given the reactants FC(F)(F)S(O[C:7]1[C:16]2[C:11](=[CH:12][C:13]([CH3:17])=[CH:14][CH:15]=2)[O:10][C:9](=[O:18])[CH:8]=1)(=O)=O.[F:21][C:22]1[CH:23]=[C:24](B(O)O)[CH:25]=[CH:26][CH:27]=1.C1(P(C2CCCCC2)C2CCCCC2)CCCCC1.[F-].[K+], predict the reaction product. The product is: [F:21][C:22]1[CH:27]=[C:26]([C:7]2[C:16]3[C:11](=[CH:12][C:13]([CH3:17])=[CH:14][CH:15]=3)[O:10][C:9](=[O:18])[CH:8]=2)[CH:25]=[CH:24][CH:23]=1. (4) The product is: [Cl:1][C:2]1[CH:8]=[CH:7][C:5]([NH:6][C:10]2[N:15]3[N:16]=[C:17]([C:19]([F:20])([F:22])[F:21])[N:18]=[C:14]3[N:13]=[C:12]([CH3:23])[CH:11]=2)=[CH:4][CH:3]=1. Given the reactants [Cl:1][C:2]1[CH:8]=[CH:7][C:5]([NH2:6])=[CH:4][CH:3]=1.Cl[C:10]1[N:15]2[N:16]=[C:17]([C:19]([F:22])([F:21])[F:20])[N:18]=[C:14]2[N:13]=[C:12]([CH3:23])[CH:11]=1, predict the reaction product. (5) Given the reactants C(O)(=O)C.[F:5][C:6]1[CH:7]=[CH:8][C:9]2[N:13]=[C:12]([C:14]3[C:22]4[N:21]5[CH:23]=[CH:24][CH:25]=[C:20]5[CH:19]([NH2:26])[C:18]=4[CH:17]=[CH:16][CH:15]=3)[NH:11][C:10]=2[CH:27]=1.[NH:28]1[C:32]2[N:33]=[CH:34][CH:35]=[C:36]([C:37](O)=[O:38])[C:31]=2[CH:30]=[CH:29]1.C(N(C(C)C)CC)(C)C, predict the reaction product. The product is: [F:5][C:6]1[CH:7]=[CH:8][C:9]2[N:13]=[C:12]([C:14]3[C:22]4[N:21]5[CH:23]=[CH:24][CH:25]=[C:20]5[CH:19]([NH:26][C:37]([C:36]5[C:31]6[CH:30]=[CH:29][NH:28][C:32]=6[N:33]=[CH:34][CH:35]=5)=[O:38])[C:18]=4[CH:17]=[CH:16][CH:15]=3)[NH:11][C:10]=2[CH:27]=1.